Dataset: Reaction yield outcomes from USPTO patents with 853,638 reactions. Task: Predict the reaction yield, written as a fraction of the theoretical maximum amount of product (1.0 means a 100% yield; for example, 0.34 means a 34% yield). (1) The reactants are [NH2:1][CH:2]([C:7]([O:9][CH3:10])=[O:8])[C:3]([O:5][CH3:6])=[O:4].[F:11][C:12]1[CH:23]=[CH:22][C:15]([O:16][CH2:17][CH2:18][C:19](O)=[O:20])=[CH:14][CH:13]=1. The product is [F:11][C:12]1[CH:23]=[CH:22][C:15]([O:16][CH2:17][CH2:18][C:19]([NH:1][CH:2]([C:7]([O:9][CH3:10])=[O:8])[C:3]([O:5][CH3:6])=[O:4])=[O:20])=[CH:14][CH:13]=1. The yield is 0.800. No catalyst specified. (2) The reactants are [C:1]([NH:9][C@@H:10]1[CH2:19][CH2:18][C:13]2(OCC[O:14]2)[CH2:12][C@@H:11]1[C:20]([OH:22])=[O:21])(=[O:8])[C:2]1[CH:7]=[CH:6][CH:5]=[CH:4][CH:3]=1.Cl. The catalyst is C(#N)C. The product is [C:1]([NH:9][C@@H:10]1[CH2:19][CH2:18][C:13](=[O:14])[CH2:12][C@@H:11]1[C:20]([OH:22])=[O:21])(=[O:8])[C:2]1[CH:7]=[CH:6][CH:5]=[CH:4][CH:3]=1. The yield is 0.670. (3) The reactants are [CH3:1][C:2](=O)[CH2:3][C:4](=[O:6])[CH3:5].[Cl:8][C:9]1[CH:16]=[CH:15][CH:14]=[CH:13][C:10]=1[CH:11]=O.[CH3:17][O:18][C:19](=[O:24])/[CH:20]=[C:21](\[NH2:23])/[CH3:22].CC(O)=O. The catalyst is CCO.CCOC(C)=O. The product is [C:4]([C:3]1[CH:11]([C:10]2[CH:13]=[CH:14][CH:15]=[CH:16][C:9]=2[Cl:8])[C:20]([C:19]([O:18][CH3:17])=[O:24])=[C:21]([CH3:22])[NH:23][C:2]=1[CH3:1])(=[O:6])[CH3:5]. The yield is 0.110. (4) The reactants are [F:1][C:2]1[CH:7]=[CH:6][C:5]([N:8]2[C:12]3([CH2:17][CH2:16][NH:15][CH2:14][CH2:13]3)[C:11](=[O:18])[N:10]([CH2:19][C:20]3[CH:21]=[C:22]([CH:30]=[CH:31][CH:32]=3)[C:23]([O:25][C:26]([CH3:29])([CH3:28])[CH3:27])=[O:24])[CH2:9]2)=[CH:4][CH:3]=1.Cl[CH2:34][CH2:35][CH2:36][N:37]1[C:41]2[CH:42]=[CH:43][CH:44]=[CH:45][C:40]=2[N:39]([CH:46]2[CH2:48][CH2:47]2)[C:38]1=[O:49].[I-].[Na+].C(=O)([O-])[O-].[K+].[K+]. The catalyst is CC(=O)CC. The product is [CH:46]1([N:39]2[C:40]3[CH:45]=[CH:44][CH:43]=[CH:42][C:41]=3[N:37]([CH2:36][CH2:35][CH2:34][N:15]3[CH2:14][CH2:13][C:12]4([N:8]([C:5]5[CH:4]=[CH:3][C:2]([F:1])=[CH:7][CH:6]=5)[CH2:9][N:10]([CH2:19][C:20]5[CH:21]=[C:22]([CH:30]=[CH:31][CH:32]=5)[C:23]([O:25][C:26]([CH3:27])([CH3:28])[CH3:29])=[O:24])[C:11]4=[O:18])[CH2:17][CH2:16]3)[C:38]2=[O:49])[CH2:48][CH2:47]1. The yield is 0.680.